Dataset: Full USPTO retrosynthesis dataset with 1.9M reactions from patents (1976-2016). Task: Predict the reactants needed to synthesize the given product. Given the product [N+:12]([C:9]1[CH:10]=[CH:11][C:5]2[O:4][C:3]([CH2:2][N:15]3[CH2:19][CH2:18][CH2:17][CH2:16]3)=[N:7][C:6]=2[CH:8]=1)([O-:14])=[O:13], predict the reactants needed to synthesize it. The reactants are: Cl[CH2:2][C:3]1[O:4][C:5]2[CH:11]=[CH:10][C:9]([N+:12]([O-:14])=[O:13])=[CH:8][C:6]=2[N:7]=1.[NH:15]1[CH2:19][CH2:18][CH2:17][CH2:16]1.C(=O)([O-])[O-].[K+].[K+].C(OC(C)C)(C)C.